From a dataset of Forward reaction prediction with 1.9M reactions from USPTO patents (1976-2016). Predict the product of the given reaction. (1) Given the reactants [F:1][C:2]1[C:7]([CH2:8][OH:9])=[C:6]([CH3:10])[C:5]([N+:11]([O-:13])=[O:12])=[CH:4][CH:3]=1.[Cr](Cl)([O-])(=O)=O.[NH+]1C=CC=CC=1.O, predict the reaction product. The product is: [F:1][C:2]1[C:7]([CH:8]=[O:9])=[C:6]([CH3:10])[C:5]([N+:11]([O-:13])=[O:12])=[CH:4][CH:3]=1. (2) Given the reactants [C:1]([O:5][C:6]([NH:8][C@@H:9](CC1C=CC=CC=1)[CH2:10][C@@H:11]1[O:15][C:14]([CH3:17])([CH3:16])[N:13]([C:18]([O:20][CH2:21][C:22]2[CH:27]=[CH:26][CH:25]=[CH:24][CH:23]=2)=[O:19])[C@H:12]1[CH2:28][C:29]1[CH:34]=[CH:33][C:32](OC(=O)C(F)(F)F)=[CH:31][CH:30]=1)=[O:7])([CH3:4])([CH3:3])[CH3:2].[Li+].[Cl-].[CH3:51][N:52]([CH:54]=O)C, predict the reaction product. The product is: [C:1]([O:5][C:6]([NH:8][C@@H:9]([CH2:21][C:22]1[CH:27]=[CH:26][CH:25]=[CH:24][CH:23]=1)[CH2:10][C@@H:11]1[O:15][C:14]([CH3:16])([CH3:17])[N:13]([C:18]([O:20][CH2:21][C:22]2[CH:27]=[CH:26][CH:25]=[CH:24][CH:23]=2)=[O:19])[C@H:12]1[CH2:28][C:29]1[CH:34]=[CH:33][C:32]([C:2]2[CH:51]=[N:52][CH:54]=[CH:3][CH:1]=2)=[CH:31][CH:30]=1)=[O:7])([CH3:2])([CH3:3])[CH3:4].